This data is from Retrosynthesis with 50K atom-mapped reactions and 10 reaction types from USPTO. The task is: Predict the reactants needed to synthesize the given product. (1) Given the product C[Si](C)(C)C#Cc1cccc(-c2cccnc2F)c1, predict the reactants needed to synthesize it. The reactants are: C[Si](C)(C)C#Cc1cccc(Br)c1.OB(O)c1cccnc1F. (2) Given the product O=[N+]([O-])c1ccc(Oc2ncnc3sccc23)cc1, predict the reactants needed to synthesize it. The reactants are: Clc1ncnc2sccc12.O=[N+]([O-])c1ccc(O)cc1. (3) Given the product Fc1cc2c(NC3CCCCCC3)ncnc2cn1, predict the reactants needed to synthesize it. The reactants are: Fc1cc2c(Cl)ncnc2cn1.NC1CCCCCC1.